From a dataset of Peptide-MHC class I binding affinity with 185,985 pairs from IEDB/IMGT. Regression. Given a peptide amino acid sequence and an MHC pseudo amino acid sequence, predict their binding affinity value. This is MHC class I binding data. (1) The peptide sequence is TTSDFFVNY. The MHC is HLA-B15:01 with pseudo-sequence HLA-B15:01. The binding affinity (normalized) is 0.536. (2) The peptide sequence is RLHRLLLMR. The MHC is HLA-A02:01 with pseudo-sequence HLA-A02:01. The binding affinity (normalized) is 0.213. (3) The peptide sequence is ALVAVSLIA. The MHC is HLA-A02:01 with pseudo-sequence HLA-A02:01. The binding affinity (normalized) is 0.241. (4) The peptide sequence is IKLEPVHGVY. The MHC is HLA-B53:01 with pseudo-sequence HLA-B53:01. The binding affinity (normalized) is 0.